This data is from NCI-60 drug combinations with 297,098 pairs across 59 cell lines. The task is: Regression. Given two drug SMILES strings and cell line genomic features, predict the synergy score measuring deviation from expected non-interaction effect. (1) Drug 1: CC1=C(N=C(N=C1N)C(CC(=O)N)NCC(C(=O)N)N)C(=O)NC(C(C2=CN=CN2)OC3C(C(C(C(O3)CO)O)O)OC4C(C(C(C(O4)CO)O)OC(=O)N)O)C(=O)NC(C)C(C(C)C(=O)NC(C(C)O)C(=O)NCCC5=NC(=CS5)C6=NC(=CS6)C(=O)NCCC[S+](C)C)O. Drug 2: CN(C(=O)NC(C=O)C(C(C(CO)O)O)O)N=O. Cell line: HCT116. Synergy scores: CSS=46.2, Synergy_ZIP=2.22, Synergy_Bliss=2.96, Synergy_Loewe=-24.2, Synergy_HSA=3.49. (2) Drug 1: CCC1(CC2CC(C3=C(CCN(C2)C1)C4=CC=CC=C4N3)(C5=C(C=C6C(=C5)C78CCN9C7C(C=CC9)(C(C(C8N6C)(C(=O)OC)O)OC(=O)C)CC)OC)C(=O)OC)O.OS(=O)(=O)O. Drug 2: CC1CCCC2(C(O2)CC(NC(=O)CC(C(C(=O)C(C1O)C)(C)C)O)C(=CC3=CSC(=N3)C)C)C. Cell line: SK-MEL-5. Synergy scores: CSS=42.3, Synergy_ZIP=5.29, Synergy_Bliss=3.57, Synergy_Loewe=-9.27, Synergy_HSA=0.111. (3) Drug 1: CNC(=O)C1=CC=CC=C1SC2=CC3=C(C=C2)C(=NN3)C=CC4=CC=CC=N4. Drug 2: COC1=NC(=NC2=C1N=CN2C3C(C(C(O3)CO)O)O)N. Cell line: HOP-92. Synergy scores: CSS=-6.10, Synergy_ZIP=-0.359, Synergy_Bliss=-7.90, Synergy_Loewe=-8.50, Synergy_HSA=-9.45. (4) Drug 1: C1=CC(=C2C(=C1NCCNCCO)C(=O)C3=C(C=CC(=C3C2=O)O)O)NCCNCCO. Drug 2: C1CN(CCN1C(=O)CCBr)C(=O)CCBr. Cell line: UACC62. Synergy scores: CSS=39.2, Synergy_ZIP=-2.64, Synergy_Bliss=-0.718, Synergy_Loewe=-7.96, Synergy_HSA=3.55.